Binary Classification. Given a drug SMILES string, predict its activity (active/inactive) in a high-throughput screening assay against a specified biological target. From a dataset of KCNQ2 potassium channel screen with 302,405 compounds. (1) The drug is OC(CNc1n(c2c(n1)cccc2)CC(=O)Nc1c(cccc1)C)C. The result is 0 (inactive). (2) The drug is S(=O)(=O)(N(CC(=O)NCCc1ccc(cc1)C)C)c1cc2n(c(=O)c(=O)n(c2cc1)C)C. The result is 0 (inactive). (3) The compound is FC(F)(F)c1cc(Cc2c(n3ncnc3nc2C)C)ccc1. The result is 0 (inactive). (4) The molecule is FC(F)(F)c1cc(n2c(c(cc2C)C(=O)COC(=O)c2cn(c3nc(ccc3c2=O)C)CC)C)ccc1. The result is 0 (inactive). (5) The compound is Oc1c2nc(ccc2ccc1)/C=C\c1ccc(cc1)C(O)=O. The result is 0 (inactive). (6) The drug is Clc1nc2n(c1C(=O)NCCOC(=O)c1ccc(C(C)(C)C)cc1)cccc2. The result is 0 (inactive). (7) The molecule is Clc1ccc(C(=O)NC(=O)N2CCCCC2)cc1. The result is 0 (inactive).